Dataset: Full USPTO retrosynthesis dataset with 1.9M reactions from patents (1976-2016). Task: Predict the reactants needed to synthesize the given product. (1) Given the product [C:1]([O:5][C:6](=[O:16])[C:7]1[CH:12]=[C:11]([CH:23]=[CH2:24])[C:10]([CH:14]=[CH2:15])=[N:9][CH:8]=1)([CH3:4])([CH3:3])[CH3:2], predict the reactants needed to synthesize it. The reactants are: [C:1]([O:5][C:6](=[O:16])[C:7]1[CH:12]=[C:11](Cl)[C:10]([CH:14]=[CH2:15])=[N:9][CH:8]=1)([CH3:4])([CH3:3])[CH3:2].C([O-])([O-])=O.[Cs+].[Cs+].[C:23](P(C(C)(C)C)C(C)(C)C)(C)(C)[CH3:24].B1(C=C)OB(C=C)OB(C=C)O1.C1C=CN=CC=1. (2) Given the product [F:1][C:2]1[CH:7]=[CH:6][C:5]([N:8]2[C:12]3=[N:13][CH:14]=[CH:15][C:16]([C:21]4[C:22]([NH2:27])=[N:23][CH:24]=[N:25][CH:26]=4)=[C:11]3[CH:10]=[N:9]2)=[CH:4][CH:3]=1, predict the reactants needed to synthesize it. The reactants are: [F:1][C:2]1[CH:7]=[CH:6][C:5]([N:8]2[C:12]3=[N:13][CH:14]=[CH:15][C:16](B(O)O)=[C:11]3[CH:10]=[N:9]2)=[CH:4][CH:3]=1.Br[C:21]1[C:22]([NH2:27])=[N:23][CH:24]=[N:25][CH:26]=1.C(=O)([O-])[O-].[Na+].[Na+]. (3) Given the product [CH2:1]([NH:3][C:4]([NH:6][C:7]1[CH:8]=[CH:9][C:10]([C:13]2[N:14]=[C:15]([N:23]3[CH2:28][CH2:27][O:26][CH2:25][C@@H:24]3[CH2:29][CH3:30])[C:16]3[CH2:22][CH2:21][N:20]([S:46]([CH3:45])(=[O:48])=[O:47])[CH2:19][C:17]=3[N:18]=2)=[CH:11][CH:12]=1)=[O:5])[CH3:2], predict the reactants needed to synthesize it. The reactants are: [CH2:1]([NH:3][C:4]([NH:6][C:7]1[CH:12]=[CH:11][C:10]([C:13]2[N:14]=[C:15]([N:23]3[CH2:28][CH2:27][O:26][CH2:25][C@@H:24]3[CH2:29][CH3:30])[C:16]3[CH2:22][CH2:21][NH:20][CH2:19][C:17]=3[N:18]=2)=[CH:9][CH:8]=1)=[O:5])[CH3:2].CN(C)C=O.C(N(CC)C(C)C)(C)C.[CH3:45][S:46](Cl)(=[O:48])=[O:47].